This data is from Human Reference Interactome with 51,813 positive PPI pairs across 8,248 proteins, plus equal number of experimentally-validated negative pairs. The task is: Binary Classification. Given two protein amino acid sequences, predict whether they physically interact or not. (1) Protein 1 (ENSG00000249931) has sequence MAEETQHNKLAAAKKKLKEYWQKNSPRVPAGANRNRKTNGSIPEKATSGGCQPPRDSATGFHREGPTSSATLKDLESPCQERAVVLDSRSVEISQLKNTIKSLKQQKKQVEHQLEEEKKANNKKQKAKRVLEVQIQTLNIQKEELNTDLYHMKRSLRYFEEKSKDLAVRLQHSLQRKGELESVLSNVMATQKKKANQLSSRSKARTEWKLEQSMREEALLKVQLTQLKESFQQVQLERDEYSEHLKGERARWQQRMRKMSQEICTLKKEKQQDMRRVEKLERSLSKLKNQMAEPLPPEPP.... Protein 2 (ENSG00000143353) has sequence MAAASGSVLQRCIVSPAGRHSASLIFLHGSGDSGQGLRMWIKQVLNQDLTFQHIKIIYPTAPPRSYTPMKGGISNVWFDRFKITNDCPEHLESIDVMCQVLTDLIDEEVKSGIKKNRILIGGFSMGGCMAIHLAYRNHQDVAGVFALSSFLNKASAVYQALQKSNGVLPELFQCHGTADELVLHSWAEETNSMLKSLGVTTKFHSFPNVYHELSKTELDILKLWILTKLPGEMEKQK*MAAASGSVLQRCIVSPAGRHSASLIFLHGSGDSGQGLRMWIKQVLNQDLTFQHIKIIYPTAP.... Result: 0 (the proteins do not interact). (2) Protein 1 (ENSG00000106397) has sequence MTSSGPGPRFLLLLPLLLPPAASASDRPRGRDPVNPEKLLVITVATAETEGYLRFLRSAEFFNYTVRTLGLGEEWRGGDVARTVGGGQKVRWLKKEMEKYADREDMIIMFVDSYDVILAGSPTELLKKFVQSGSRLLFSAESFCWPEWGLAEQYPEVGTGKRFLNSGGFIGFATTIHQIVRQWKYKDDDDDQLFYTRLYLDPGLREKLSLNLDHKSRIFQNLNGALDEVVLKFDRNRVRIRNVAYDTLPIVVHGNGPTKLQLNYLGNYVPNGWTPEGGCGFCNQDRRTLPGGQPPPRVFL.... Protein 2 (ENSG00000109079) has sequence MSGDTCLCPASGAKPKLSGFKGGGLGNKYVQLNVGGSLYYTTVRALTRHDTMLKAMFSGRMEVLTDKEGWILIDRCGKHFGTILNYLRDDTITLPQNRQEIKELMAEAKYYLIQGLVNMCQSALQDKKDSYQPVCNIPIITSLKEEERLIESSTKPVVKLLYNRSNNKYSYTSNSDDHLLKNIELFDKLSLRFNGRVLFIKDVIGDEICCWSFYGQGRKLAEVCCTSIVYATEKKQTKVEFPEARIYEETLNVLLYETPRVPDNSLLEATSRSRSQASPSEDEETFELRDRVRRIHVKRY.... Result: 0 (the proteins do not interact). (3) Protein 1 (ENSG00000129493) has sequence MELAHSLLLNEEAYNQLGEVQKAEFIFEWLRYLEKLLLATSRNDVREKQKTLVEQLLSLLNSSPGPPTRKLLAKNLAILYSIGDTFSVHEAIDKCNDLIRSKDDSPSYLPTKL*XSLIIMLLLNVPPTHAEVHQSLGRCLNALITTLGPELQGNSTSISTLRTSCLLGCAVMQDNPDCLVQAQAISCLQQLHMFAPRHVNLSSLVSCLCEILLDNSVLVNLCSPYLLLRRAVLACLRQLVQREAAEVSEHAVMLAKDSREELTPDANIREVGLEGALLILLDKETDERLCHDIKETLNYM.... Protein 2 (ENSG00000159409) has sequence MKEPDAIKLFVGQIPRHLEEKDLKPIFEQFGRIFELTVIKDKYTGLHKGCAFLTYCARDSALKAQSALHEQKTLPGMNRPIQVKPADSESRGEDRKLFVGMLGKQQTDEDVRKMFEPFGTIDECTVLRGPDGTSKGCAFVKFQTHAEAQAAINTLHSSRTLPGASSSLVVKFADTEKERGLRRMQQVATQLGMFSPIALQFGAYSAYTQALMQQQAALVAAHSAYLSPMATMAAVQMQHMAAINANGLIATPITPSSGTSTPPAIAATPVSAIPAALGVNGYSPVPTQPTGQPAPDALYP.... Result: 0 (the proteins do not interact). (4) Protein 1 (ENSG00000168872) has sequence MATDSWALAVDEQEAAVKSMTNLQIKEEKVKADTNGIIKTSTTAEKTDEEEKEDRAAQSLLNKLIRSNLVDNTNQVEVLQRDPNSPLYSVKSFEELRLKPQLLQGVYAMGFNRPSKIQENALPMMLAEPPQNLIAQSQSGTGKTAAFVLAMLSRVEPSDRYPQCLCLSPTYELALQTGKVIEQMGKFYPELKLAYAVRGNKLERGQKISEQIVIGTPGTVLDWCSKLKFIDPKKIKVFVLDEADVMIATQGHQDQSIRIQRMLPRNCQMLLFSATFEDSVWKFAQKVVPDPNVIKLKREE.... Protein 2 (ENSG00000174453) has sequence MALHIHEACILLLVIPGLVTSAAISHEDYPADEGDQISSNDNLIFDDYRGKGCVDDSGFVYKLGERFFPGHSNCPCVCALDGPVCDQPECPKIHPKCTKVEHNGCCPECKEVKNFCEYHGKNYKILEEFKPSPCEWCRCEPSNEVHCVVADCAVPECVNPVYEPEQCCPVCKNGPNCFAGTTIIPAGIEVKVDECNICHCHNGDWWKPAQCSKRECQGKQTV*MALHIHEACILLLVIPGLVTSAAISHEDYPADEGDQISSNDNLIFDDYRGKGCVDDSGFVYKLGERFFPGHSNCPCV.... Result: 0 (the proteins do not interact). (5) Protein 1 (ENSG00000061337) has sequence MGSVSSLISGHSFHSKHCRASQYKLRKSSHLKKLNRYSDGLLRFGFSQDSGHGKSSSKMGKSEDFFYIKVSQKARGSHHPDYTALSSGDLGGQAGVDFDPSTPPKLMPFSNQLEMGSEKGAVRPTAFKPVLPRSGAILHSSPESASHQLHPAPPDKPKEQELKPGLCSGALSDSGRNSMSSLPTHSTSSSYQLDPLVTPVGPTSRFGGSAHNITQGIVLQDSNMMSLKALSFSDGGSKLGHSNKADKGPSCVRSPISTDECSIQELEQKLLEREGALQKLQRSFEEKELASSLAYEERPR.... Protein 2 (ENSG00000180938) has sequence MEQEKKLLVSDSNSFMERESLKSPFTGDTSMNNLETVHHNNSKADKLKEKPSEWSKRHRPQHYKHEDAKEMPLTWVQDEIWCHDSYESDGKSENWGNFIAKEEEKPNHQEWDSGEHTNACVQQNSSFVDRPYKCSECWKSFSNSSHLRTHQRTHSGEKPYKCSECAKCFCNSSHLIQHLRMHTGEKPYQCGECGKSFSNTSHLIIHERTHTGEKPYKCPECGKRFSSSSHLIQHHRSHTGEKPYECSVCGKGFSHSYVLIEHQRTHTGEKPYKCPDCGKSFSQSSSLIRHQRTHTGEKPY.... Result: 1 (the proteins interact).